From a dataset of Forward reaction prediction with 1.9M reactions from USPTO patents (1976-2016). Predict the product of the given reaction. (1) Given the reactants [F:1][C:2]([F:17])([F:16])[C:3]([CH3:15])([C:11]([F:14])([F:13])[F:12])[CH2:4][S:5]([CH2:8][C:9]#[N:10])(=[O:7])=[O:6].[F:18][C:19]([S:22][CH2:23][CH2:24]OS(C(F)(F)F)(=O)=O)([F:21])[F:20], predict the reaction product. The product is: [F:18][C:19]([S:22][CH2:23][CH2:24][CH:8]([S:5]([CH2:4][C:3]([CH3:15])([C:2]([F:1])([F:16])[F:17])[C:11]([F:13])([F:12])[F:14])(=[O:6])=[O:7])[C:9]#[N:10])([F:21])[F:20]. (2) Given the reactants [F:1][C:2]1[CH:7]=[CH:6][C:5]([C:8]2[C:12](B3OC(C)(C)C(C)(C)O3)=[CH:11][N:10]([CH2:22][CH:23]([CH3:25])[CH3:24])[N:9]=2)=[CH:4][CH:3]=1.Br[C:27]1[CH:32]=[CH:31][N:30]=[C:29]([NH:33][C:34](=[O:38])[CH:35]([CH3:37])[CH3:36])[CH:28]=1.C(=O)([O-])[O-].[Na+].[Na+], predict the reaction product. The product is: [F:1][C:2]1[CH:3]=[CH:4][C:5]([C:8]2[C:12]([C:27]3[CH:32]=[CH:31][N:30]=[C:29]([NH:33][C:34](=[O:38])[CH:35]([CH3:36])[CH3:37])[CH:28]=3)=[CH:11][N:10]([CH2:22][CH:23]([CH3:24])[CH3:25])[N:9]=2)=[CH:6][CH:7]=1. (3) Given the reactants [C:1]([O:5][C:6]([N:8]1[C@H:12]([CH2:13][C:14]2[CH:19]=[CH:18][C:17]([C:20]3[CH:25]=[CH:24][CH:23]=[CH:22][CH:21]=3)=[CH:16][CH:15]=2)[CH2:11]/[C:10](=[CH:26]\N(C(C)C)C(C)C)/[C:9]1=[O:34])=[O:7])([CH3:4])([CH3:3])[CH3:2], predict the reaction product. The product is: [C:1]([O:5][C:6]([N:8]1[C@H:12]([CH2:13][C:14]2[CH:15]=[CH:16][C:17]([C:20]3[CH:21]=[CH:22][CH:23]=[CH:24][CH:25]=3)=[CH:18][CH:19]=2)[CH2:11][C@@H:10]([CH3:26])[C:9]1=[O:34])=[O:7])([CH3:4])([CH3:2])[CH3:3].[C:1]([O:5][C:6]([N:8]1[C@H:12]([CH2:13][C:14]2[CH:15]=[CH:16][C:17]([C:20]3[CH:21]=[CH:22][CH:23]=[CH:24][CH:25]=3)=[CH:18][CH:19]=2)[CH2:11][C@H:10]([CH3:26])[C:9]1=[O:34])=[O:7])([CH3:4])([CH3:2])[CH3:3]. (4) Given the reactants [CH3:1][O:2][C:3]1[CH:4]=[C:5]([CH:21]=[CH:22][C:23]=1[O:24][CH2:25][C:26]1[S:30][C:29]([C:31]2[CH:36]=[CH:35][CH:34]=[CH:33][CH:32]=2)=[N:28][C:27]=1[CH3:37])[CH2:6][O:7][C:8]1[C:12]([CH:13]=O)=[CH:11][N:10]([C:15]2[CH:20]=[CH:19][CH:18]=[CH:17][CH:16]=2)[N:9]=1.[CH2:38](P(=O)(OCC)OCC)[P:39](=[O:46])([O:43][CH2:44][CH3:45])[O:40][CH2:41][CH3:42].CN(C)C=O.[H-].[Na+], predict the reaction product. The product is: [CH3:1][O:2][C:3]1[CH:4]=[C:5]([CH:21]=[CH:22][C:23]=1[O:24][CH2:25][C:26]1[S:30][C:29]([C:31]2[CH:32]=[CH:33][CH:34]=[CH:35][CH:36]=2)=[N:28][C:27]=1[CH3:37])[CH2:6][O:7][C:8]1[C:12](/[CH:13]=[CH:38]/[P:39](=[O:46])([O:43][CH2:44][CH3:45])[O:40][CH2:41][CH3:42])=[CH:11][N:10]([C:15]2[CH:16]=[CH:17][CH:18]=[CH:19][CH:20]=2)[N:9]=1. (5) Given the reactants [N+:1]([C:4]1[CH:5]=[CH:6][C:7]2[C:11]3[CH:12]=[CH:13][CH:14]=[CH:15][C:10]=3[O:9][C:8]=2[CH:16]=1)([O-:3])=[O:2].[Cl:17][S:18](O)(=[O:20])=[O:19], predict the reaction product. The product is: [N+:1]([C:4]1[CH:5]=[CH:6][C:7]2[C:11]3[CH:12]=[C:13]([S:18]([Cl:17])(=[O:20])=[O:19])[CH:14]=[CH:15][C:10]=3[O:9][C:8]=2[CH:16]=1)([O-:3])=[O:2].